From a dataset of Full USPTO retrosynthesis dataset with 1.9M reactions from patents (1976-2016). Predict the reactants needed to synthesize the given product. (1) The reactants are: [CH:1]1([NH2:4])[CH2:3][CH2:2]1.[Cl:5][C:6]1[N:11]=[C:10](Cl)[C:9]([N:13]([CH3:18])[C:14](=[O:17])[CH:15]=[CH2:16])=[CH:8][N:7]=1.C(N(CC)CC)C. Given the product [Cl:5][C:6]1[N:7]=[C:8]2[C:9]([N:13]([CH3:18])[C:14](=[O:17])[CH2:15][CH2:16][N:4]2[CH:1]2[CH2:3][CH2:2]2)=[CH:10][N:11]=1, predict the reactants needed to synthesize it. (2) Given the product [Cl:18][C:13]1[CH:14]=[CH:15][CH:16]=[C:17]2[C:12]=1[N:11]=[CH:10][CH:9]=[C:8]2[C:19]#[N:20], predict the reactants needed to synthesize it. The reactants are: C([O-])([O-])=O.[Na+].[Na+].Cl[C:8]1[C:17]2[C:12](=[C:13]([Cl:18])[CH:14]=[CH:15][CH:16]=2)[N:11]=[CH:10][CH:9]=1.[CH3:19][N:20](C)C(=O)C. (3) Given the product [ClH:28].[ClH:28].[CH3:1][C:2]1[N:3]=[CH:4][N:5]([C:7]2[CH:8]=[C:9]([NH:13][C:14]3[C:23]4[CH2:22][CH2:21][C:20]5[CH:24]=[CH:25][CH:26]=[CH:27][C:19]=5[C:18]=4[N:17]=[CH:16][N:15]=3)[CH:10]=[CH:11][CH:12]=2)[CH:6]=1, predict the reactants needed to synthesize it. The reactants are: [CH3:1][C:2]1[N:3]=[CH:4][N:5]([C:7]2[CH:8]=[C:9]([NH:13][C:14]3[C:23]4[CH2:22][CH2:21][C:20]5[CH:24]=[CH:25][CH:26]=[CH:27][C:19]=5[C:18]=4[N:17]=[CH:16][N:15]=3)[CH:10]=[CH:11][CH:12]=2)[CH:6]=1.[ClH:28].C(OCC)(=O)C.C(OC(C)C)(C)C. (4) Given the product [CH:50]1([NH:55][C:27]([C:19]2[C:18]3[C:13](=[CH:14][CH:15]=[C:16]([F:30])[CH:17]=3)[N:12]=[C:11]([C@@H:9]([NH:8][C:6](=[O:7])[O:5][C:1]([CH3:4])([CH3:3])[CH3:2])[CH3:10])[C:20]=2[C:21]2[CH:26]=[CH:25][CH:24]=[CH:23][N:22]=2)=[O:29])[CH2:52][CH2:51]1, predict the reactants needed to synthesize it. The reactants are: [C:1]([O:5][C:6]([NH:8][C@H:9]([C:11]1[C:20]([C:21]2[CH:26]=[CH:25][CH:24]=[CH:23][N:22]=2)=[C:19]([C:27]([OH:29])=O)[C:18]2[C:13](=[CH:14][CH:15]=[C:16]([F:30])[CH:17]=2)[N:12]=1)[CH3:10])=[O:7])([CH3:4])([CH3:3])[CH3:2].C1CN([P+](O[N:55]2N=[N:55][C:50]3[CH:51]=[CH:52][CH:52]=[CH:51][C:50]2=3)(N2CCCC2)N2CCCC2)CC1.F[P-](F)(F)(F)(F)F.CCN(C(C)C)C(C)C.C1(N)CC1. (5) Given the product [CH3:25][O:24][C:19]1[CH:20]=[C:21]2[C:16](=[CH:17][CH:18]=1)[CH:15]=[C:14]([C:12]1[N:9]=[C:1]([C:2]3[CH:7]=[CH:6][CH:5]=[CH:4][CH:3]=3)[S:8][CH:11]=1)[CH:23]=[CH:22]2, predict the reactants needed to synthesize it. The reactants are: [C:1]([NH2:9])(=[S:8])[C:2]1[CH:7]=[CH:6][CH:5]=[CH:4][CH:3]=1.Br[CH2:11][C:12]([C:14]1[CH:23]=[CH:22][C:21]2[C:16](=[CH:17][CH:18]=[C:19]([O:24][CH3:25])[CH:20]=2)[CH:15]=1)=O.